Task: Regression. Given a peptide amino acid sequence and an MHC pseudo amino acid sequence, predict their binding affinity value. This is MHC class I binding data.. Dataset: Peptide-MHC class I binding affinity with 185,985 pairs from IEDB/IMGT (1) The peptide sequence is FTTNIWLKLK. The MHC is HLA-A68:01 with pseudo-sequence HLA-A68:01. The binding affinity (normalized) is 0.766. (2) The peptide sequence is YSDIPRLKK. The MHC is HLA-B40:01 with pseudo-sequence HLA-B40:01. The binding affinity (normalized) is 0.0847. (3) The MHC is HLA-B15:09 with pseudo-sequence HLA-B15:09. The binding affinity (normalized) is 0.0847. The peptide sequence is NRWKSWFSY. (4) The peptide sequence is FLTSELPQW. The MHC is HLA-A02:01 with pseudo-sequence HLA-A02:01. The binding affinity (normalized) is 0.213. (5) The peptide sequence is RTSKTSLER. The MHC is HLA-B42:01 with pseudo-sequence HLA-B42:01. The binding affinity (normalized) is 0. (6) The peptide sequence is ISEPMFHQG. The MHC is HLA-B07:02 with pseudo-sequence HLA-B07:02. The binding affinity (normalized) is 0.0847.